Predict the reaction yield, written as a fraction of the theoretical maximum amount of product (1.0 means a 100% yield; for example, 0.34 means a 34% yield). From a dataset of Reaction yield outcomes from USPTO patents with 853,638 reactions. The reactants are C([O:3][C:4]([C:6]1([NH:15][C:16](=[O:28])[C:17]2[CH:22]=[CH:21][CH:20]=[C:19]([CH3:23])[C:18]=2[O:24][CH2:25][CH:26]=[CH2:27])[CH2:14][C:13]2[C:8](=[CH:9][CH:10]=[CH:11][CH:12]=2)[CH2:7]1)=[O:5])C.[OH-].[K+].O. The catalyst is CCO. The product is [CH2:25]([O:24][C:18]1[C:19]([CH3:23])=[CH:20][CH:21]=[CH:22][C:17]=1[C:16]([NH:15][C:6]1([C:4]([OH:5])=[O:3])[CH2:14][C:13]2[C:8](=[CH:9][CH:10]=[CH:11][CH:12]=2)[CH2:7]1)=[O:28])[CH:26]=[CH2:27]. The yield is 0.970.